Dataset: Reaction yield outcomes from USPTO patents with 853,638 reactions. Task: Predict the reaction yield, written as a fraction of the theoretical maximum amount of product (1.0 means a 100% yield; for example, 0.34 means a 34% yield). (1) The reactants are Cl[CH2:2][C@H:3]1[O:8][CH2:7][C@@H:6]2[CH2:9][CH2:10][CH2:11][N:5]2[CH2:4]1.[C:12]([O-:15])(=[O:14])[CH3:13].[K+]. The catalyst is CN(C)C=O. The product is [C:12]([O:15][CH2:2][C@H:3]1[O:8][CH2:7][C@@H:6]2[CH2:9][CH2:10][CH2:11][N:5]2[CH2:4]1)(=[O:14])[CH3:13]. The yield is 0.970. (2) The reactants are [CH3:1][C:2]([CH3:7])([CH3:6])[CH:3]1[O:5][CH2:4]1.[OH:8][N:9]1[C:13](=[O:14])[C:12]2=[CH:15][CH:16]=[CH:17][CH:18]=[C:11]2[C:10]1=[O:19].C(N(CC)CC)C. The catalyst is CN(C=O)C.C(OCC)(=O)C. The product is [OH:5][CH:3]([C:2]([CH3:7])([CH3:6])[CH3:1])[CH2:4][O:8][N:9]1[C:13](=[O:14])[C:12]2[C:11](=[CH:18][CH:17]=[CH:16][CH:15]=2)[C:10]1=[O:19]. The yield is 0.140.